Dataset: CYP2C9 inhibition data for predicting drug metabolism from PubChem BioAssay. Task: Regression/Classification. Given a drug SMILES string, predict its absorption, distribution, metabolism, or excretion properties. Task type varies by dataset: regression for continuous measurements (e.g., permeability, clearance, half-life) or binary classification for categorical outcomes (e.g., BBB penetration, CYP inhibition). Dataset: cyp2c9_veith. (1) The result is 1 (inhibitor). The drug is Cc1ccc(S(=O)(=O)/N=C(/Nc2c(C)n(C)n(-c3ccccc3)c2=O)c2ccc(Cl)cc2)cc1. (2) The result is 0 (non-inhibitor). The drug is CS(=O)(=O)N1CCC2(CCCN(c3ccccn3)C2)CC1. (3) The drug is CC(C)NC(=O)c1noc2cc([N+](=O)[O-])ccc12. The result is 0 (non-inhibitor). (4) The compound is Cc1ccc(C2CC(=O)c3cnc(N4CCc5ccccc5C4)nc3C2)cc1. The result is 1 (inhibitor). (5) The drug is CC(C)CN1CCC2(CC1)CCN(C(=O)Oc1ccccc1)CC2. The result is 0 (non-inhibitor). (6) The molecule is COc1cccc(-c2nc(NC3CCNCC3)c3ccccc3n2)c1. The result is 0 (non-inhibitor). (7) The result is 0 (non-inhibitor). The drug is CNCCc1c[nH]c2ccc(O)cc12.